Dataset: Reaction yield outcomes from USPTO patents with 853,638 reactions. Task: Predict the reaction yield, written as a fraction of the theoretical maximum amount of product (1.0 means a 100% yield; for example, 0.34 means a 34% yield). (1) The reactants are Br[C:2]1[C:7]([F:8])=[CH:6][C:5]([O:9][CH3:10])=[CH:4][C:3]=1[F:11].[Cl:12][C:13]1[CH:18]=[C:17]([CH2:19][C:20]([O:22]C)=[O:21])[CH:16]=[CH:15][C:14]=1B(O)O.C(=O)([O-])[O-].[Na+].[Na+]. The catalyst is COCCOC.C1C=CC([P]([Pd]([P](C2C=CC=CC=2)(C2C=CC=CC=2)C2C=CC=CC=2)([P](C2C=CC=CC=2)(C2C=CC=CC=2)C2C=CC=CC=2)[P](C2C=CC=CC=2)(C2C=CC=CC=2)C2C=CC=CC=2)(C2C=CC=CC=2)C2C=CC=CC=2)=CC=1. The product is [Cl:12][C:13]1[CH:18]=[C:17]([CH2:19][C:20]([OH:22])=[O:21])[CH:16]=[CH:15][C:14]=1[C:2]1[C:7]([F:8])=[CH:6][C:5]([O:9][CH3:10])=[CH:4][C:3]=1[F:11]. The yield is 0.724. (2) The catalyst is C(=O)(O)[O-].[Na+]. The yield is 0.850. The product is [Cl:17][C:18]1[C:23]([Cl:24])=[CH:22][CH:21]=[CH:20][C:19]=1[NH:25][C:26]([NH:16][CH2:15][C:14]1[C:9]([C:4]2[CH:5]=[CH:6][CH:7]=[CH:8][C:3]=2[O:2][CH3:1])=[N:10][CH:11]=[CH:12][CH:13]=1)=[S:27]. The reactants are [CH3:1][O:2][C:3]1[CH:8]=[CH:7][CH:6]=[CH:5][C:4]=1[C:9]1[C:14]([CH2:15][NH2:16])=[CH:13][CH:12]=[CH:11][N:10]=1.[Cl:17][C:18]1[C:23]([Cl:24])=[CH:22][CH:21]=[CH:20][C:19]=1[N:25]=[C:26]=[S:27]. (3) The reactants are [Cl:1][C:2]1[O:6][C:5]([C:7]2[CH:11]([C:12]3[CH:17]=[CH:16][C:15]([F:18])=[CH:14][CH:13]=3)[C:10](O)([CH3:19])[O:9][N:8]=2)=[CH:4][CH:3]=1.[K+].[Br-]. No catalyst specified. The product is [Cl:1][C:2]1[O:6][C:5]([C:7]2[C:11]([C:12]3[CH:17]=[CH:16][C:15]([F:18])=[CH:14][CH:13]=3)=[C:10]([CH3:19])[O:9][N:8]=2)=[CH:4][CH:3]=1. The yield is 0.890.